Dataset: Full USPTO retrosynthesis dataset with 1.9M reactions from patents (1976-2016). Task: Predict the reactants needed to synthesize the given product. The reactants are: [F:1][C:2]1[CH:28]=[C:27]([N+:29]([O-])=O)[CH:26]=[CH:25][C:3]=1[O:4][C:5]1[N:10]=[CH:9][N:8]=[C:7]([NH:11][C:12]([N:14]2[CH2:19][CH2:18][CH:17]([CH2:20][N:21]3[CH2:24][CH2:23][CH2:22]3)[CH2:16][CH2:15]2)=[O:13])[CH:6]=1. Given the product [NH2:29][C:27]1[CH:26]=[CH:25][C:3]([O:4][C:5]2[N:10]=[CH:9][N:8]=[C:7]([NH:11][C:12]([N:14]3[CH2:19][CH2:18][CH:17]([CH2:20][N:21]4[CH2:24][CH2:23][CH2:22]4)[CH2:16][CH2:15]3)=[O:13])[CH:6]=2)=[C:2]([F:1])[CH:28]=1, predict the reactants needed to synthesize it.